Predict the product of the given reaction. From a dataset of Forward reaction prediction with 1.9M reactions from USPTO patents (1976-2016). (1) Given the reactants [Cl:1][C:2]1[CH:7]=[CH:6][CH:5]=[CH:4][C:3]=1[C:8]1[N:9]([C:19]2[CH:24]=[CH:23][C:22]([Cl:25])=[CH:21][CH:20]=2)[CH:10]=[C:11]([C:13](N(OC)C)=[O:14])[N:12]=1.[F:26][C:27]1[CH:32]=[CH:31][C:30]([Mg]Br)=[CH:29][CH:28]=1.[NH4+].[Cl-], predict the reaction product. The product is: [Cl:1][C:2]1[CH:7]=[CH:6][CH:5]=[CH:4][C:3]=1[C:8]1[N:9]([C:19]2[CH:20]=[CH:21][C:22]([Cl:25])=[CH:23][CH:24]=2)[CH:10]=[C:11]([C:13]([C:30]2[CH:31]=[CH:32][C:27]([F:26])=[CH:28][CH:29]=2)=[O:14])[N:12]=1. (2) Given the reactants [CH3:1][O:2][C:3]1[C:4]([CH2:11][S:12][C:13]2[NH:23][C:16]3=[N:17][C:18]([O:21][CH3:22])=[CH:19][CH:20]=[C:15]3[N:14]=2)=[N:5][CH:6]=[CH:7][C:8]=1[O:9][CH3:10].ClC1C=C(C=CC=1)C(OO)=[O:29], predict the reaction product. The product is: [CH3:1][O:2][C:3]1[C:4]([CH2:11][S:12]([C:13]2[NH:23][C:16]3=[N:17][C:18]([O:21][CH3:22])=[CH:19][CH:20]=[C:15]3[N:14]=2)=[O:29])=[N:5][CH:6]=[CH:7][C:8]=1[O:9][CH3:10]. (3) Given the reactants Br[C:2]1[CH:7]=[CH:6][C:5]([C:8](=[C:16]2[CH2:22][CH2:21][CH2:20][CH2:19][CH2:18][CH2:17]2)[C:9]2[CH:14]=[CH:13][C:12]([OH:15])=[CH:11][CH:10]=2)=[CH:4][CH:3]=1.[C:23]([O:27][C:28]([CH3:31])([CH3:30])[CH3:29])(=[O:26])[CH:24]=[CH2:25].CCN(CC)CC.CC1C=CC=CC=1P(C1C=CC=CC=1C)C1C=CC=CC=1C, predict the reaction product. The product is: [C:16]1(=[C:8]([C:9]2[CH:14]=[CH:13][C:12]([OH:15])=[CH:11][CH:10]=2)[C:5]2[CH:4]=[CH:3][C:2](/[CH:25]=[CH:24]/[C:23]([O:27][C:28]([CH3:31])([CH3:30])[CH3:29])=[O:26])=[CH:7][CH:6]=2)[CH2:17][CH2:18][CH2:19][CH2:20][CH2:21][CH2:22]1. (4) Given the reactants P(Cl)(Cl)(Cl)=O.[Br:6][C:7]1[CH:8]=[C:9]2[C:14](=[CH:15][CH:16]=1)[C:13](=[O:17])[N:12]([CH2:18][C:19]1[CH:24]=[CH:23][C:22]([S:25]([CH3:28])(=[O:27])=[O:26])=[CH:21][CH:20]=1)[CH:11]=[CH:10]2.CN([CH:32]=[O:33])C, predict the reaction product. The product is: [Br:6][C:7]1[CH:8]=[C:9]2[C:14](=[CH:15][CH:16]=1)[C:13](=[O:17])[N:12]([CH2:18][C:19]1[CH:24]=[CH:23][C:22]([S:25]([CH3:28])(=[O:26])=[O:27])=[CH:21][CH:20]=1)[CH:11]=[C:10]2[CH:32]=[O:33].